Predict which catalyst facilitates the given reaction. From a dataset of Catalyst prediction with 721,799 reactions and 888 catalyst types from USPTO. (1) Reactant: [OH:1][CH2:2][C:3]1[CH:12]=[C:11]([O:13][CH3:14])[C:6]([O:7][CH2:8][CH2:9][OH:10])=[C:5]([O:15][CH3:16])[CH:4]=1. Product: [OH:10][CH2:9][CH2:8][O:7][C:6]1[C:11]([O:13][CH3:14])=[CH:12][C:3]([CH:2]=[O:1])=[CH:4][C:5]=1[O:15][CH3:16]. The catalyst class is: 177. (2) Reactant: [H-].[Al+3].[Li+].[H-].[H-].[H-].[C:7]1([CH:13]([C:17]2[CH:22]=[CH:21][CH:20]=[CH:19][CH:18]=2)[C:14](O)=[O:15])[CH:12]=[CH:11][CH:10]=[CH:9][CH:8]=1. Product: [C:17]1([CH:13]([C:7]2[CH:8]=[CH:9][CH:10]=[CH:11][CH:12]=2)[CH2:14][OH:15])[CH:18]=[CH:19][CH:20]=[CH:21][CH:22]=1. The catalyst class is: 27. (3) Reactant: C1COCC1.CO.[Li+].[BH4-].[CH3:10][CH:11]1[CH2:16][CH2:15][C:14](=[O:17])[CH2:13][N:12]1[C:18]([O:20][CH2:21][C:22]1[CH:27]=[CH:26][CH:25]=[CH:24][CH:23]=1)=[O:19]. Product: [CH2:21]([O:20][C:18]([N:12]1[CH2:13][CH:14]([OH:17])[CH2:15][CH2:16][CH:11]1[CH3:10])=[O:19])[C:22]1[CH:27]=[CH:26][CH:25]=[CH:24][CH:23]=1. The catalyst class is: 21.